Dataset: CYP2D6 inhibition data for predicting drug metabolism from PubChem BioAssay. Task: Regression/Classification. Given a drug SMILES string, predict its absorption, distribution, metabolism, or excretion properties. Task type varies by dataset: regression for continuous measurements (e.g., permeability, clearance, half-life) or binary classification for categorical outcomes (e.g., BBB penetration, CYP inhibition). Dataset: cyp2d6_veith. (1) The compound is O=C(Nc1ccccc1)N1CC2(CCN(C(=O)c3ccncc3)CC2)C1. The result is 0 (non-inhibitor). (2) The molecule is COc1cc(C2C(C(=O)c3ccc(C)o3)=C(O)C(=O)N2CCc2ccccc2)ccc1O. The result is 0 (non-inhibitor). (3) The molecule is CC(=O)OCc1c(C(F)(F)F)nn(C)c1Sc1ccccc1. The result is 0 (non-inhibitor). (4) The compound is CCCCS(=O)(=O)NC1=NCN(Cc2ccco2)CN1. The result is 0 (non-inhibitor). (5) The compound is COc1ccc(CNc2ncncc2-c2ccccc2C(F)(F)F)c(OC)c1. The result is 1 (inhibitor). (6) The compound is CCN(CC(=O)Nc1ccc([N+](=O)[O-])cc1OC)c1ccccc1. The result is 1 (inhibitor). (7) The drug is COc1cccc(-c2csc(N3CCN(C(=S)Nc4ccccc4)CC3)n2)c1. The result is 0 (non-inhibitor). (8) The drug is N#Cc1c(NC(=O)CCN2C(=O)c3ccccc3C2=O)oc(-c2ccccc2)c1-c1ccccc1. The result is 0 (non-inhibitor). (9) The compound is CCn1c(CCCc2nc3c([nH]2)c(=O)n(C)c(=O)n3C)nc2c1c(=O)n(C)c(=O)n2C. The result is 0 (non-inhibitor). (10) The drug is CCCC(=O)Nc1cc(-c2cn3cccnc3n2)ccc1OC. The result is 0 (non-inhibitor).